From a dataset of Full USPTO retrosynthesis dataset with 1.9M reactions from patents (1976-2016). Predict the reactants needed to synthesize the given product. Given the product [ClH:33].[NH2:7][C@@H:8]([C:9]([CH3:12])([CH3:11])[CH3:10])[C:13]([NH:14][CH2:15][C:16](=[O:18])[NH2:17])=[O:19], predict the reactants needed to synthesize it. The reactants are: C(OC(=O)[NH:7][C@H:8]([C:13](=[O:19])[NH:14][CH2:15][C:16](=[O:18])[NH2:17])[C:9]([CH3:12])([CH3:11])[CH3:10])(C)(C)C.C(OCC)(=O)C.O1CCOCC1.[ClH:33].O1CCOCC1.